Dataset: NCI-60 drug combinations with 297,098 pairs across 59 cell lines. Task: Regression. Given two drug SMILES strings and cell line genomic features, predict the synergy score measuring deviation from expected non-interaction effect. (1) Synergy scores: CSS=30.7, Synergy_ZIP=10.0, Synergy_Bliss=15.3, Synergy_Loewe=13.8, Synergy_HSA=13.9. Drug 1: CC(CN1CC(=O)NC(=O)C1)N2CC(=O)NC(=O)C2. Cell line: T-47D. Drug 2: C(CN)CNCCSP(=O)(O)O. (2) Drug 1: C(=O)(N)NO. Drug 2: CC12CCC3C(C1CCC2O)C(CC4=C3C=CC(=C4)O)CCCCCCCCCS(=O)CCCC(C(F)(F)F)(F)F. Cell line: OVCAR3. Synergy scores: CSS=2.31, Synergy_ZIP=2.34, Synergy_Bliss=4.17, Synergy_Loewe=1.89, Synergy_HSA=-1.25. (3) Drug 1: CC1=CC=C(C=C1)C2=CC(=NN2C3=CC=C(C=C3)S(=O)(=O)N)C(F)(F)F. Drug 2: C1=NC(=NC(=O)N1C2C(C(C(O2)CO)O)O)N. Cell line: OVCAR3. Synergy scores: CSS=41.2, Synergy_ZIP=14.3, Synergy_Bliss=16.2, Synergy_Loewe=2.23, Synergy_HSA=11.1. (4) Drug 1: C1=CC=C(C(=C1)C(C2=CC=C(C=C2)Cl)C(Cl)Cl)Cl. Drug 2: C1=NC2=C(N1)C(=S)N=CN2. Cell line: SF-539. Synergy scores: CSS=44.2, Synergy_ZIP=0.438, Synergy_Bliss=-0.655, Synergy_Loewe=-21.3, Synergy_HSA=2.00. (5) Drug 1: C1CCC(C1)C(CC#N)N2C=C(C=N2)C3=C4C=CNC4=NC=N3. Drug 2: CN1C(=O)N2C=NC(=C2N=N1)C(=O)N. Cell line: SW-620. Synergy scores: CSS=13.3, Synergy_ZIP=-3.33, Synergy_Bliss=-3.06, Synergy_Loewe=-5.24, Synergy_HSA=-5.05. (6) Drug 1: C1=NC2=C(N=C(N=C2N1C3C(C(C(O3)CO)O)O)F)N. Drug 2: C1C(C(OC1N2C=NC3=C2NC=NCC3O)CO)O. Cell line: BT-549. Synergy scores: CSS=13.3, Synergy_ZIP=10.4, Synergy_Bliss=9.62, Synergy_Loewe=7.18, Synergy_HSA=7.65.